This data is from Catalyst prediction with 721,799 reactions and 888 catalyst types from USPTO. The task is: Predict which catalyst facilitates the given reaction. (1) Reactant: FC(F)(F)C(O)=O.[Br:8][C:9]1[C:14]([CH2:15][CH2:16][CH:17]2[CH2:21][CH2:20][CH2:19][N:18]2C(OC(C)(C)C)=O)=[C:13]([C:29]([O:31][CH3:32])=[O:30])[C:12]([NH:33][C:34](=[O:39])[C:35]([CH3:38])([CH3:37])[CH3:36])=[CH:11][CH:10]=1. Product: [Br:8][C:9]1[C:14]([CH2:15][CH2:16][CH:17]2[CH2:21][CH2:20][CH2:19][NH:18]2)=[C:13]([C:12]([NH:33][C:34](=[O:39])[C:35]([CH3:37])([CH3:38])[CH3:36])=[CH:11][CH:10]=1)[C:29]([O:31][CH3:32])=[O:30]. The catalyst class is: 2. (2) Reactant: NN.[C:3]([O:7][C:8]([NH:10][C:11]1[C:15]([C:16]2[CH:21]=[CH:20][C:19]([CH2:22][CH3:23])=[CH:18][CH:17]=2)=[CH:14][N:13]([CH2:24][CH2:25][CH2:26][N:27]2C(=O)C3C=CC=CC=3C2=O)[CH:12]=1)=[O:9])([CH3:6])([CH3:5])[CH3:4]. Product: [NH2:27][CH2:26][CH2:25][CH2:24][N:13]1[CH:14]=[C:15]([C:16]2[CH:21]=[CH:20][C:19]([CH2:22][CH3:23])=[CH:18][CH:17]=2)[C:11]([NH:10][C:8]([O:7][C:3]([CH3:4])([CH3:6])[CH3:5])=[O:9])=[CH:12]1. The catalyst class is: 14. (3) Reactant: [CH3:1][N:2]1[C:6]2=[C:7]3[C:12](=[CH:13][CH:14]=[C:5]2[CH:4]=[N:3]1)[C:11](=[O:15])[C:10]([C:16]1[CH:17]=[CH:18][C:19]([C:22]2([NH:26]S(C(C)(C)C)=O)[CH2:25][CH2:24][CH2:23]2)=[N:20][CH:21]=1)=[C:9]([C:33]1[CH:38]=[CH:37][CH:36]=[CH:35][CH:34]=1)[O:8]3.[ClH:39].O1CCOCC1. Product: [ClH:39].[NH2:26][C:22]1([C:19]2[N:20]=[CH:21][C:16]([C:10]3[C:11](=[O:15])[C:12]4[C:7]([O:8][C:9]=3[C:33]3[CH:38]=[CH:37][CH:36]=[CH:35][CH:34]=3)=[C:6]3[N:2]([CH3:1])[N:3]=[CH:4][C:5]3=[CH:14][CH:13]=4)=[CH:17][CH:18]=2)[CH2:25][CH2:24][CH2:23]1. The catalyst class is: 5. (4) Reactant: [F:1][C:2]1[CH:10]=[CH:9][CH:8]=[C:7]([N+:11]([O-:13])=[O:12])[C:3]=1[C:4]([NH2:6])=[O:5].CC1(C)C2C(=C(P(C3C=CC=CC=3)C3C=CC=CC=3)C=CC=2)OC2C(P(C3C=CC=CC=3)C3C=CC=CC=3)=CC=CC1=2.C(=O)([O-])[O-].[Cs+].[Cs+].Br[C:63]1[CH:68]=[CH:67][CH:66]=[C:65]([O:69][CH2:70][C:71]([F:74])([F:73])[F:72])[CH:64]=1. Product: [F:1][C:2]1[CH:10]=[CH:9][CH:8]=[C:7]([N+:11]([O-:13])=[O:12])[C:3]=1[C:4]([NH:6][C:67]1[CH:68]=[CH:63][CH:64]=[C:65]([O:69][CH2:70][C:71]([F:72])([F:73])[F:74])[CH:66]=1)=[O:5]. The catalyst class is: 160. (5) Reactant: [Br:1][C:2]1[CH:7]=[CH:6][C:5]([C:8]([C:10]2[CH:15]=[CH:14][C:13]([O:16]C)=[C:12]([F:18])[CH:11]=2)=[O:9])=[CH:4][CH:3]=1.[Al+3].[Cl-].[Cl-].[Cl-].O. Product: [Br:1][C:2]1[CH:3]=[CH:4][C:5]([C:8]([C:10]2[CH:15]=[CH:14][C:13]([OH:16])=[C:12]([F:18])[CH:11]=2)=[O:9])=[CH:6][CH:7]=1. The catalyst class is: 48. (6) Reactant: Br[C:2]1[C:3](=[O:9])[CH2:4][CH2:5][C:6]=1[O:7][CH3:8].[CH2:10]([O:17][C:18]1[CH:23]=[C:22]([CH3:24])[C:21](B(O)O)=[C:20]([CH3:28])[CH:19]=1)[C:11]1[CH:16]=[CH:15][CH:14]=[CH:13][CH:12]=1.P([O-])([O-])([O-])=O.[K+].[K+].[K+].C1(P(C2CCCCC2)C2C=CC=CC=2C2C(OC)=CC=CC=2OC)CCCCC1. Product: [CH2:10]([O:17][C:18]1[CH:23]=[C:22]([CH3:24])[C:21]([C:2]2[C:3](=[O:9])[CH2:4][CH2:5][C:6]=2[O:7][CH3:8])=[C:20]([CH3:28])[CH:19]=1)[C:11]1[CH:16]=[CH:15][CH:14]=[CH:13][CH:12]=1. The catalyst class is: 164. (7) Reactant: [NH2:1][C:2]1[N:10]=[CH:9][N:8]=[C:7]2[C:3]=1[N:4]([C:27]1[CH:32]=[CH:31][C:30]([O:33][CH2:34][C:35]3[CH:40]=[CH:39][CH:38]=[CH:37][CH:36]=3)=[CH:29][CH:28]=1)[C:5](=[O:26])[N:6]2[C:11]1[CH:12]=[C:13]([N:17](C)[C:18](=O)OC(C)(C)C)[CH:14]=[CH:15][CH:16]=1.C(O)(C(F)(F)F)=O. Product: [NH2:1][C:2]1[N:10]=[CH:9][N:8]=[C:7]2[C:3]=1[N:4]([C:27]1[CH:32]=[CH:31][C:30]([O:33][CH2:34][C:35]3[CH:36]=[CH:37][CH:38]=[CH:39][CH:40]=3)=[CH:29][CH:28]=1)[C:5](=[O:26])[N:6]2[C:11]1[CH:16]=[CH:15][CH:14]=[C:13]([NH:17][CH3:18])[CH:12]=1. The catalyst class is: 2.